This data is from Catalyst prediction with 721,799 reactions and 888 catalyst types from USPTO. The task is: Predict which catalyst facilitates the given reaction. (1) Reactant: [NH2:1][C:2]1[C:3]([C:21]#[N:22])=[C:4]([CH:18]=[CH:19][CH:20]=1)[O:5][CH2:6][CH:7]1[CH2:12][CH2:11][CH2:10][CH2:9][N:8]1[C:13]([NH:15][CH2:16][CH3:17])=[O:14].[S:23](Cl)(=[O:26])(=[O:25])[NH2:24]. Product: [C:21]([C:3]1[C:2]([NH:1][S:23](=[O:26])(=[O:25])[NH2:24])=[CH:20][CH:19]=[CH:18][C:4]=1[O:5][CH2:6][CH:7]1[CH2:12][CH2:11][CH2:10][CH2:9][N:8]1[C:13]([NH:15][CH2:16][CH3:17])=[O:14])#[N:22]. The catalyst class is: 44. (2) Reactant: S(O)(O[NH2:5])(=O)=O.C([O-])(=O)C.[Na+].[CH2:12]([O:19][C:20]1[CH:21]=[CH:22][C:23]([S:29]([O-:31])=[O:30])=[N:24][C:25]=1[N+:26]([O-:28])=[O:27])[C:13]1[CH:18]=[CH:17][CH:16]=[CH:15][CH:14]=1. Product: [CH2:12]([O:19][C:20]1[CH:21]=[CH:22][C:23]([S:29]([NH2:5])(=[O:31])=[O:30])=[N:24][C:25]=1[N+:26]([O-:28])=[O:27])[C:13]1[CH:14]=[CH:15][CH:16]=[CH:17][CH:18]=1. The catalyst class is: 72. (3) Reactant: [CH3:1][C:2]1[S:6][C:5]([C:7]2[C:11]3[CH:12]=[CH:13][CH:14]=[CH:15][C:10]=3[S:9][N:8]=2)=[N:4][N:3]=1.S(=O)(=O)(O)O.[N+:21]([O-])([OH:23])=[O:22]. Product: [CH3:1][C:2]1[S:6][C:5]([C:7]2[C:11]3[CH:12]=[C:13]([N+:21]([O-:23])=[O:22])[CH:14]=[CH:15][C:10]=3[S:9][N:8]=2)=[N:4][N:3]=1. The catalyst class is: 2.